From a dataset of Peptide-MHC class I binding affinity with 185,985 pairs from IEDB/IMGT. Regression. Given a peptide amino acid sequence and an MHC pseudo amino acid sequence, predict their binding affinity value. This is MHC class I binding data. (1) The peptide sequence is FELCDNPFF. The MHC is HLA-B44:02 with pseudo-sequence HLA-B44:02. The binding affinity (normalized) is 0.679. (2) The peptide sequence is QVAQREGTY. The MHC is HLA-A01:01 with pseudo-sequence HLA-A01:01. The binding affinity (normalized) is 0.286. (3) The peptide sequence is EAMAFLEESH. The MHC is HLA-A33:01 with pseudo-sequence HLA-A33:01. The binding affinity (normalized) is 0.227.